From a dataset of Forward reaction prediction with 1.9M reactions from USPTO patents (1976-2016). Predict the product of the given reaction. Given the reactants N[C:2]1[C:3]([N+:8]([O-:10])=[O:9])=[N:4][CH:5]=[CH:6][CH:7]=1.[F:11][B-](F)(F)F.[H+].N(OCCC(C)C)=O, predict the reaction product. The product is: [F:11][C:2]1[C:3]([N+:8]([O-:10])=[O:9])=[N:4][CH:5]=[CH:6][CH:7]=1.